From a dataset of Peptide-MHC class I binding affinity with 185,985 pairs from IEDB/IMGT. Regression. Given a peptide amino acid sequence and an MHC pseudo amino acid sequence, predict their binding affinity value. This is MHC class I binding data. (1) The peptide sequence is PLEVIKGGR. The MHC is Patr-A0101 with pseudo-sequence Patr-A0101. The binding affinity (normalized) is 0.111. (2) The peptide sequence is YVGDTSMMVI. The MHC is HLA-A02:03 with pseudo-sequence HLA-A02:03. The binding affinity (normalized) is 0.501. (3) The peptide sequence is HMMVIFRLM. The MHC is HLA-A02:01 with pseudo-sequence HLA-A02:01. The binding affinity (normalized) is 0.452. (4) The peptide sequence is GTTEVNGLY. The MHC is HLA-A01:01 with pseudo-sequence HLA-A01:01. The binding affinity (normalized) is 0.744. (5) The peptide sequence is QPYPQSQPQY. The MHC is HLA-B54:01 with pseudo-sequence HLA-B54:01. The binding affinity (normalized) is 0. (6) The peptide sequence is QETWNRQDLL. The MHC is HLA-B40:01 with pseudo-sequence HLA-B40:01. The binding affinity (normalized) is 0.795.